From a dataset of Forward reaction prediction with 1.9M reactions from USPTO patents (1976-2016). Predict the product of the given reaction. (1) Given the reactants [OH:1][C:2]1[CH:11]=[C:10]2[C:5]([CH:6]=[CH:7][N:8]=[CH:9]2)=[CH:4][CH:3]=1.Br[C:13]([CH3:20])([CH3:19])[C:14]([O:16][CH2:17][CH3:18])=[O:15].C(=O)([O-])[O-].[K+].[K+], predict the reaction product. The product is: [CH2:17]([O:16][C:14](=[O:15])[C:13]([O:1][C:2]1[CH:11]=[C:10]2[C:5]([CH:6]=[CH:7][N:8]=[CH:9]2)=[CH:4][CH:3]=1)([CH3:20])[CH3:19])[CH3:18]. (2) The product is: [CH:16]([N:15]([CH:14]([CH3:13])[CH3:54])[CH2:40][CH3:41])([CH3:17])[CH3:21]. Given the reactants N1C=CC=CC=1C1C(C2[C:21]3[C:16](=[CH:17]C=CC=3)[N:15]=[CH:14][CH:13]=2)=CN(CCC(O)=O)N=1.Cl.NO.F[P-](F)(F)(F)(F)F.N1(OC(N(C)C)=[N+](C)C)[C:41]2N=CC=C[C:40]=2N=N1.[CH3:54]N(C=O)C, predict the reaction product. (3) Given the reactants Cl[C:2]1[C:7]([CH:8]=[O:9])=[C:6]([Cl:10])[N:5]=[C:4]([S:11][CH3:12])[N:3]=1.[F:13][C:14]1[CH:20]=[C:19]([F:21])[CH:18]=[CH:17][C:15]=1[NH2:16].CCN(CC)CC.O, predict the reaction product. The product is: [Cl:10][C:6]1[C:7]([CH:8]=[O:9])=[C:2]([NH:16][C:15]2[CH:17]=[CH:18][C:19]([F:21])=[CH:20][C:14]=2[F:13])[N:3]=[C:4]([S:11][CH3:12])[N:5]=1. (4) Given the reactants [N+:1]([O-:4])(O)=[O:2].[F:5][C:6]1[CH:12]=[CH:11][C:9]([NH2:10])=[C:8]([CH3:13])[CH:7]=1, predict the reaction product. The product is: [F:5][C:6]1[C:12]([N+:1]([O-:4])=[O:2])=[CH:11][C:9]([NH2:10])=[C:8]([CH3:13])[CH:7]=1. (5) Given the reactants Br[CH:2]1[CH2:10][C:9]2[C:4](=[CH:5][CH:6]=[CH:7][CH:8]=2)[N:3]1[C:11]([O-:13])=[O:12].[F:14][C:15]1[CH:16]=[N:17][CH:18]=[C:19](B2OC(C)(C)C(C)(C)O2)[CH:20]=1.C([O-])([O-])=O.[Na+].[Na+], predict the reaction product. The product is: [F:14][C:15]1[CH:20]=[C:19]([C:7]2[CH:8]=[C:9]3[C:4](=[CH:5][CH:6]=2)[N:3]([C:11]([O:13][C:9]([CH3:10])([CH3:4])[CH3:8])=[O:12])[CH2:2][CH2:10]3)[CH:18]=[N:17][CH:16]=1. (6) Given the reactants [CH:1]([C:3]1[O:7][CH:6]=[C:5]([C:8]2[C:18]3[O:17][CH2:16][CH2:15][N:14]([C:19]([O:21][C:22]([CH3:25])([CH3:24])[CH3:23])=[O:20])[CH2:13][C:12]=3[CH:11]=[CH:10][CH:9]=2)[CH:4]=1)=O.O.NN.C(O)CO.[OH-].[K+], predict the reaction product. The product is: [CH3:1][C:3]1[O:7][CH:6]=[C:5]([C:8]2[C:18]3[O:17][CH2:16][CH2:15][N:14]([C:19]([O:21][C:22]([CH3:25])([CH3:24])[CH3:23])=[O:20])[CH2:13][C:12]=3[CH:11]=[CH:10][CH:9]=2)[CH:4]=1. (7) Given the reactants [CH3:1][C:2]1[N:7]=[C:6]([C:8]#[N:9])[C:5]([C:10]([F:13])([F:12])[F:11])=[C:4]([C:14]([F:20])([F:19])[C:15]([F:18])([F:17])[F:16])[N:3]=1.S(=O)(=O)(O)[OH:22], predict the reaction product. The product is: [CH3:1][C:2]1[N:7]=[C:6]([C:8]([NH2:9])=[O:22])[C:5]([C:10]([F:12])([F:11])[F:13])=[C:4]([C:14]([F:20])([F:19])[C:15]([F:16])([F:17])[F:18])[N:3]=1.